This data is from Forward reaction prediction with 1.9M reactions from USPTO patents (1976-2016). The task is: Predict the product of the given reaction. (1) Given the reactants Cl.[Cl:2][C:3]1[CH:8]=[C:7]([C:9]2[CH:14]=[CH:13][CH:12]=[C:11]([Cl:15])[CH:10]=2)[N:6]=[C:5]2[CH2:16][CH2:17][CH2:18][C:4]=12.[NH2:19][C:20]1[CH:25]=[CH:24][C:23]([CH2:26][CH2:27][CH2:28][OH:29])=[CH:22][CH:21]=1, predict the reaction product. The product is: [ClH:2].[Cl:15][C:11]1[CH:10]=[C:9]([C:7]2[N:6]=[C:5]3[CH2:16][CH2:17][CH2:18][C:4]3=[C:3]([NH:19][C:20]3[CH:21]=[CH:22][C:23]([CH2:26][CH2:27][CH2:28][OH:29])=[CH:24][CH:25]=3)[CH:8]=2)[CH:14]=[CH:13][CH:12]=1. (2) Given the reactants C([O:3][C:4](=O)[CH2:5][C:6]1[CH:7]=[CH:8][C:9]2[N:14]([CH3:15])[CH2:13][CH2:12][N:11](C(OC(C)(C)C)=O)[C:10]=2[N:23]=1)C.[Li+].[BH4-], predict the reaction product. The product is: [CH3:15][N:14]1[CH2:13][CH2:12][NH:11][C:10]2[N:23]=[C:6]([CH2:5][CH2:4][OH:3])[CH:7]=[CH:8][C:9]1=2. (3) Given the reactants [F:1][C:2]1[CH:7]=[CH:6][C:5]([CH2:8][C:9]2[NH:10][C:11]([C:24]3[CH:29]=[CH:28][CH:27]=[C:26]([CH3:30])[N:25]=3)=[C:12]([C:14]3[CH:15]=[C:16]4[C:21](=[CH:22][CH:23]=3)[N:20]=[CH:19][CH:18]=[CH:17]4)[N:13]=2)=[CH:4][C:3]=1[OH:31].Cl.Cl[CH2:34][CH2:35][N:36]1[CH2:40][CH2:39][CH2:38][CH2:37]1.C([O-])([O-])=O.[K+].[K+], predict the reaction product. The product is: [F:1][C:2]1[CH:7]=[CH:6][C:5]([CH2:8][C:9]2[NH:10][C:11]([C:24]3[CH:29]=[CH:28][CH:27]=[C:26]([CH3:30])[N:25]=3)=[C:12]([C:14]3[CH:15]=[C:16]4[C:21](=[CH:22][CH:23]=3)[N:20]=[CH:19][CH:18]=[CH:17]4)[N:13]=2)=[CH:4][C:3]=1[O:31][CH2:34][CH2:35][N:36]1[CH2:40][CH2:39][CH2:38][CH2:37]1. (4) Given the reactants [OH:1][C:2]1[CH:3]=[N:4][C:5]2[C:10]([C:11]=1C(O)=O)=[CH:9][C:8]([I:15])=[CH:7][CH:6]=2.[N+](C1C=CC=CC=1)([O-])=O.CCN(C(C)C)C(C)C, predict the reaction product. The product is: [I:15][C:8]1[CH:9]=[C:10]2[C:5](=[CH:6][CH:7]=1)[N:4]=[CH:3][C:2]([OH:1])=[CH:11]2. (5) The product is: [C:6]([NH:1][CH2:2][C:3]([OH:5])=[O:4])([O:8][CH2:9][CH:10]1[C:11]2[C:16](=[CH:15][CH:14]=[CH:13][CH:12]=2)[C:17]2[C:22]1=[CH:21][CH:20]=[CH:19][CH:18]=2)=[O:7]. Given the reactants [NH:1]([C:6]([O:8][CH2:9][CH:10]1[C:22]2[C:17](=[CH:18][CH:19]=[CH:20][CH:21]=2)[C:16]2[C:11]1=[CH:12][CH:13]=[CH:14][CH:15]=2)=[O:7])[CH2:2][C:3]([OH:5])=[O:4].N(C(OCC=C)=O)CC(O)=O.N1CCCCC1.CN(C(ON1N=NC2C=CC=CC1=2)=[N+](C)C)C.[B-](F)(F)(F)F.NC(C1C(OC)=C(C=C([N+]([O-])=O)C=1)OCCCC(O)=O)C.NCC(O)=O, predict the reaction product. (6) Given the reactants [Cl:1][C:2]1[C:11]([C:12]2[CH:17]=[CH:16][CH:15]=[CH:14][CH:13]=2)=[C:10]([Cl:18])[C:9]2[C:4](=[CH:5][CH:6]=[C:7]([CH:19]([C:21]3[N:25]([CH3:26])[CH:24]=[N:23][CH:22]=3)[OH:20])[CH:8]=2)[N:3]=1, predict the reaction product. The product is: [Cl:1][C:2]1[C:11]([C:12]2[CH:13]=[CH:14][CH:15]=[CH:16][CH:17]=2)=[C:10]([Cl:18])[C:9]2[C:4](=[CH:5][CH:6]=[C:7]([C:19]([C:21]3[N:25]([CH3:26])[CH:24]=[N:23][CH:22]=3)=[O:20])[CH:8]=2)[N:3]=1. (7) Given the reactants [Si:1]([O:8][C:9]1[CH:10]=[C:11]2[C:15](=[CH:16][CH:17]=1)[NH:14][CH:13]=[CH:12]2)([C:4]([CH3:7])([CH3:6])[CH3:5])([CH3:3])[CH3:2].[H-].[Na+].[CH3:20]I, predict the reaction product. The product is: [Si:1]([O:8][C:9]1[CH:10]=[C:11]2[C:15](=[CH:16][CH:17]=1)[N:14]([CH3:20])[CH:13]=[CH:12]2)([C:4]([CH3:7])([CH3:6])[CH3:5])([CH3:3])[CH3:2]. (8) Given the reactants C(O[C:4](=[O:11])[C:5]1[CH:10]=[CH:9][CH:8]=[N:7][CH:6]=1)C.[F:12][C:13]1[CH:18]=[CH:17][C:16]([F:19])=[CH:15][C:14]=1[CH2:20][C:21]#[N:22], predict the reaction product. The product is: [F:12][C:13]1[CH:18]=[CH:17][C:16]([F:19])=[CH:15][C:14]=1[CH2:20][C:4]([C:5]1[CH:6]=[N:7][CH:8]=[CH:9][CH:10]=1)=[O:11].[F:12][C:13]1[CH:18]=[CH:17][C:16]([F:19])=[CH:15][C:14]=1[CH2:20][CH:21]([NH2:22])[C:5]1[CH:6]=[N:7][CH:8]=[CH:9][CH:10]=1.